This data is from Catalyst prediction with 721,799 reactions and 888 catalyst types from USPTO. The task is: Predict which catalyst facilitates the given reaction. Reactant: [NH2:1][C@H:2]([C:6]([OH:8])=[O:7])[C@@H:3]([CH3:5])[OH:4].C(OCC1C=CC=CC=1)C1C=CC=CC=1.[CH2:24](O)[CH2:25][CH2:26][CH2:27][CH2:28][CH2:29][CH2:30][CH2:31][CH2:32][CH2:33][CH2:34][CH2:35][CH2:36][CH2:37][CH2:38][CH2:39][CH2:40][CH3:41]. The catalyst class is: 194. Product: [CH2:41]([O:7][C:6](=[O:8])[C@H:2]([C@@H:3]([CH3:5])[OH:4])[NH2:1])[CH2:40][CH2:39][CH2:38][CH2:37][CH2:36][CH2:35][CH2:34][CH2:33][CH2:32][CH2:31][CH2:30][CH2:29][CH2:28][CH2:27][CH2:26][CH2:25][CH3:24].